From a dataset of Reaction yield outcomes from USPTO patents with 853,638 reactions. Predict the reaction yield, written as a fraction of the theoretical maximum amount of product (1.0 means a 100% yield; for example, 0.34 means a 34% yield). (1) The reactants are [CH3:1]P(C1C=CC=CC=1)C1C=CC=CC=1.C([CH:17]=[CH:18][PH:19](=[O:21])[OH:20])C.[C:22]([OH:25])(=[O:24])[CH3:23].O.[C]=O. The catalyst is C1CC=CCCC=C1.C1CC=CCCC=C1.[Ni].ClCCl. The product is [CH2:18]([P:19]([OH:20])([CH2:1][CH2:23][C:22]([OH:25])=[O:24])=[O:21])[CH3:17]. The yield is 0.830. (2) The reactants are [Cl:1][C:2]1[CH:7]=[CH:6][C:5]([CH2:8]Cl)=[CH:4][N:3]=1.[NH2:10][C:11]1[CH:16]=[CH:15][CH:14]=[CH:13][N:12]=1. The catalyst is CN(C=O)C. The product is [ClH:1].[Cl:1][C:2]1[N:3]=[CH:4][C:5]([CH2:8][N:12]2[CH:13]=[CH:14][CH:15]=[CH:16][C:11]2=[NH:10])=[CH:6][CH:7]=1. The yield is 0.440. (3) The product is [CH2:1]([O:5][C:6]1[CH:7]=[CH:8][C:9]([S:12]([O:15][C:16]2[C:25]([CH3:26])=[CH:24][CH:23]=[CH:22][C:17]=2[C:18]([OH:20])=[O:19])(=[O:14])=[O:13])=[CH:10][CH:11]=1)[C:2]#[C:3][CH3:4]. The reactants are [CH2:1]([O:5][C:6]1[CH:11]=[CH:10][C:9]([S:12]([O:15][C:16]2[C:25]([CH3:26])=[CH:24][CH:23]=[CH:22][C:17]=2[C:18]([O:20]C)=[O:19])(=[O:14])=[O:13])=[CH:8][CH:7]=1)[C:2]#[C:3][CH3:4].[I-].[Li+]. The catalyst is C(OCC)(=O)C. The yield is 0.640. (4) The reactants are [CH3:1][N:2]([CH3:12])[C@H:3]([C:9]([OH:11])=[O:10])[CH2:4][CH2:5][C:6]([OH:8])=[O:7].[S:13](=[O:17])(=[O:16])([OH:15])[OH:14]. The catalyst is O. The product is [S:13]([OH:17])([OH:16])(=[O:15])=[O:14].[CH3:12][N:2]([CH3:1])[C@H:3]([C:9]([OH:11])=[O:10])[CH2:4][CH2:5][C:6]([OH:8])=[O:7]. The yield is 0.963.